Task: Binary Classification. Given a miRNA mature sequence and a target amino acid sequence, predict their likelihood of interaction.. Dataset: Experimentally validated miRNA-target interactions with 360,000+ pairs, plus equal number of negative samples (1) The miRNA is hsa-miR-548ax with sequence AGAAGUAAUUGCGGUUUUGCCA. The protein sequence of the target gene is MEFKLEAHRIVSISLGKIYNSRVQRGGIKLHKNLLVSLVLRSARQVYLSDPCPGLYLAGPAGTPAPPPQQQPGEPAAGPPAGWGEPPPPAARASWPETEPQPERSSVSDAPRVGDEVPVATVTGVGDVFQGGEADATEAAWSRVEGPRQAAAREAEGTAGGWGVFPEVSRAARRPCGCPLGGEDPPGTPAATPRAACCCAPQPAEDEPPAPPAVCPRKRCAAGVGGGPAGCPAPGSTPLKKPRRNLEQPPSGGEDDDAEEMETGNVANLISIFGSSFSGLLRKSPGGGREEEEGEESGPE.... Result: 1 (interaction). (2) The miRNA is hsa-miR-30c-1-3p with sequence CUGGGAGAGGGUUGUUUACUCC. The protein sequence of the target gene is MDSLRKMLISVAMLGAGAGVGYALLVIVTPGERRKQEMLKEMPLQDPRSREEAARTQQLLLATLQEAATTQENVAWRKNWMVGGEGGAGGRSP. Result: 0 (no interaction). (3) The miRNA is hsa-miR-4740-5p with sequence AGGACUGAUCCUCUCGGGCAGG. The protein sequence of the target gene is MASWWRAFPQAARRYPWPTNVLLYAGLFSAGDALQQRLRGGPADWRQTRRVATLAVTFHGNFNYVWLRLLERALPGRAPRTVLAKVLCDQTVGGPIALSAFYVGMSVLQGKDDIFLDLKQKFWNTYKSGLMYWPFVQLTNFSLVPVHWRTAYTGLCAFLWATFLCFSQQSGDGTLQSIFIFLRRKEASDKSPEK. Result: 0 (no interaction). (4) The miRNA is hsa-miR-4784 with sequence UGAGGAGAUGCUGGGACUGA. The protein sequence of the target gene is MAALQSAPDSPATQLEPAEDGSECDADPEEEEEEEQQEEEDEEEEEEVVVEEVATPVQEVAEVEVEANSADNGGGDDDDDGGGGDDDVEEVLAEEQTLSLGTQERHSNGGHAKAPVLQGKALQTSRVSPTTQDEDVEEEEEEEDEEHFLTQGLVTFEDVAVYFSLEEWERLGVDQRDLYREVMQENYGILVSLGYPIPKPDLIFHLEQGEEPWVEDGPHPEEGDVVTGVYTGAWFWNDDIEDHEEEDDEDFLAEVAEEENEPPGLWSAAYGVGDVPGTWGPDDSDSVQTPEGWGPNPGSL.... Result: 0 (no interaction). (5) The miRNA is hsa-miR-4632-3p with sequence UGCCGCCCUCUCGCUGCUCUAG. The protein sequence of the target gene is MDSTSSLHGSSLHRPSTEQTRTDFSWDGINLSMEDTTSILPKLKRNSNAYGIGALAKSSFSGISRSMKDHVTKPTAMGQGRVAHMIEWQGWGKAPTIQPQHSHEAVRRDTDAYSDLSDGEKEARFLAGVMEQFAISEATLMAWSSMDGEDMSVNSTQEPLDCNYSDNYQELMESQDALAQAPMDGWPHSYVSQGMYCLGSSDAWEASDQSLIASPATGSYLGPAFDDSQPSLHDMGPSQPASGYSAQEPPPLLGVDTDWASEVGGVELARGPVEEEKRPLAPEEEEDAGCRDLESLSPRE.... Result: 0 (no interaction).